This data is from Reaction yield outcomes from USPTO patents with 853,638 reactions. The task is: Predict the reaction yield, written as a fraction of the theoretical maximum amount of product (1.0 means a 100% yield; for example, 0.34 means a 34% yield). (1) The reactants are [ClH:1].[F:2][C:3]1[CH:4]=[CH:5][C:6]([C:15]([F:18])([F:17])[F:16])=[C:7]([C:9]2[CH2:10][CH2:11][NH:12][CH2:13][CH:14]=2)[CH:8]=1. The catalyst is CCOC(C)=O.O=[Pt]=O. The product is [ClH:1].[F:2][C:3]1[CH:4]=[CH:5][C:6]([C:15]([F:18])([F:16])[F:17])=[C:7]([CH:9]2[CH2:10][CH2:11][NH:12][CH2:13][CH2:14]2)[CH:8]=1. The yield is 0.780. (2) The reactants are [CH2:1]([C:3]1[C:7]2[CH:8]=[CH:9][CH:10]=[CH:11][C:6]=2[O:5][C:4]=1[CH2:12][NH:13][CH3:14])[CH3:2].[O:15]=[C:16]1[NH:25][C:24]2[N:23]=[CH:22][C:21](/[CH:26]=[CH:27]/[C:28]([OH:30])=O)=[CH:20][C:19]=2[CH2:18][CH2:17]1.ON1C2C=CC=CC=2N=N1.C(N(C(C)C)CC)(C)C.CN(C)CCCN=C=NCC. The catalyst is CN(C=O)C.O. The product is [CH2:1]([C:3]1[C:7]2[CH:8]=[CH:9][CH:10]=[CH:11][C:6]=2[O:5][C:4]=1[CH2:12][N:13]([CH3:14])[C:28](=[O:30])/[CH:27]=[CH:26]/[C:21]1[CH:22]=[N:23][C:24]2[NH:25][C:16](=[O:15])[CH2:17][CH2:18][C:19]=2[CH:20]=1)[CH3:2]. The yield is 0.700. (3) The reactants are [CH3:1][O:2][C:3]1[CH:4]=[C:5]2[C:10](=[CH:11][C:12]=1[O:13][CH3:14])[N:9]=[CH:8][CH:7]=[C:6]2[O:15][C:16]1[CH:22]=[CH:21][C:19]([NH2:20])=[CH:18][CH:17]=1.ClC(Cl)(O[C:27](=[O:33])[O:28][C:29](Cl)(Cl)Cl)Cl.[O:35]1[CH2:40][CH2:39]C(O)[CH2:37][CH2:36]1.C(=O)(O)[O-].[Na+]. The catalyst is C(Cl)Cl.C(N(CC)CC)C.C1(C)C=CC=CC=1. The product is [CH3:1][O:2][C:3]1[CH:4]=[C:5]2[C:10](=[CH:11][C:12]=1[O:13][CH3:14])[N:9]=[CH:8][CH:7]=[C:6]2[O:15][C:16]1[CH:22]=[CH:21][C:19]([NH:20][C:27](=[O:33])[O:28][CH:29]2[CH2:39][CH2:40][O:35][CH2:36][CH2:37]2)=[CH:18][CH:17]=1. The yield is 0.830.